Dataset: Full USPTO retrosynthesis dataset with 1.9M reactions from patents (1976-2016). Task: Predict the reactants needed to synthesize the given product. (1) Given the product [F:6][O:5][P:3]([CH2:7][C:8]1[CH:13]=[CH:12][C:11]([CH2:14][N:15]([S:31]([C:34]2[CH:39]=[CH:38][CH:37]=[CH:36][C:35]=2[O:40][CH3:41])(=[O:33])=[O:32])[CH2:16][C:17]2[CH:22]=[CH:21][C:20]([C:23]3[CH:28]=[CH:27][CH:26]=[C:25]([C:29]4[N:43]=[N:44][NH:45][N:30]=4)[CH:24]=3)=[CH:19][CH:18]=2)=[CH:10][C:9]=1[Cl:42])([O:2][F:1])=[O:4], predict the reactants needed to synthesize it. The reactants are: [F:1][O:2][P:3]([CH2:7][C:8]1[CH:13]=[CH:12][C:11]([CH2:14][N:15]([S:31]([C:34]2[CH:39]=[CH:38][CH:37]=[CH:36][C:35]=2[O:40][CH3:41])(=[O:33])=[O:32])[CH2:16][C:17]2[CH:22]=[CH:21][C:20]([C:23]3[CH:28]=[CH:27][CH:26]=[C:25]([C:29]#[N:30])[CH:24]=3)=[CH:19][CH:18]=2)=[CH:10][C:9]=1[Cl:42])([O:5][F:6])=[O:4].[N-:43]=[N+:44]=[N-:45].[Na+].[Cl-].[NH4+]. (2) Given the product [Br:1][C:2]1[CH:3]=[C:4]([CH:5]=[CH:6][CH:7]=1)[CH2:8][C:9]1[N:13]=[C:14]([C:15]([O:17][CH2:18][CH3:19])=[O:16])[O:20][C:10]=1[CH3:11], predict the reactants needed to synthesize it. The reactants are: [Br:1][C:2]1[CH:3]=[C:4]([CH2:8][CH:9]([NH:13][C:14](=[O:20])[C:15]([O:17][CH2:18][CH3:19])=[O:16])[C:10](=O)[CH3:11])[CH:5]=[CH:6][CH:7]=1. (3) Given the product [F:1][C:2]([F:17])([F:16])[C:3]1[CH:4]=[C:5]([CH:9]=[C:10]([C:12]([F:15])([F:14])[F:13])[CH:11]=1)[C:6]([Cl:23])=[O:7], predict the reactants needed to synthesize it. The reactants are: [F:1][C:2]([F:17])([F:16])[C:3]1[CH:4]=[C:5]([CH:9]=[C:10]([C:12]([F:15])([F:14])[F:13])[CH:11]=1)[C:6](F)=[O:7].[Cl-].[Al+3].[Cl-].[Cl-].[Si](Cl)(Cl)(Cl)[Cl:23]. (4) Given the product [CH2:8]([O:7][C:1](=[O:6])[CH2:2][CH2:3][CH2:4][CH2:5][C:20]1[N:21]=[C:22]([NH:33][C:34](=[O:39])[C:35]([CH3:38])([CH3:37])[CH3:36])[N:23]=[C:24]([NH:26][C:27](=[O:32])[C:28]([CH3:31])([CH3:30])[CH3:29])[CH:25]=1)[CH3:9], predict the reactants needed to synthesize it. The reactants are: [C:1]([O:7][CH2:8][CH3:9])(=[O:6])[CH2:2][CH2:3][CH:4]=[CH2:5].B1C2CCCC1CCC2.Cl[C:20]1[CH:25]=[C:24]([NH:26][C:27](=[O:32])[C:28]([CH3:31])([CH3:30])[CH3:29])[N:23]=[C:22]([NH:33][C:34](=[O:39])[C:35]([CH3:38])([CH3:37])[CH3:36])[N:21]=1.C([O-])([O-])=O.[K+].[K+]. (5) Given the product [CH:35]1([C:40]2[N:44]([CH2:45][C:46]([NH:8][C@H:9]([C:19]3[C:24]([C:25]4[CH:26]=[CH:27][C:28]([F:34])=[C:29]([CH:33]=4)[C:30]([NH2:32])=[O:31])=[CH:23][CH:22]=[CH:21][N:20]=3)[CH2:10][C:11]3[CH:12]=[C:13]([F:18])[CH:14]=[C:15]([F:17])[CH:16]=3)=[O:47])[N:43]=[C:42]([C:49]([F:51])([F:52])[F:50])[CH:41]=2)[CH2:36][CH2:37][CH2:38][CH2:39]1, predict the reactants needed to synthesize it. The reactants are: FC(F)(F)C(O)=O.[NH2:8][C@H:9]([C:19]1[C:24]([C:25]2[CH:26]=[CH:27][C:28]([F:34])=[C:29]([CH:33]=2)[C:30]([NH2:32])=[O:31])=[CH:23][CH:22]=[CH:21][N:20]=1)[CH2:10][C:11]1[CH:16]=[C:15]([F:17])[CH:14]=[C:13]([F:18])[CH:12]=1.[CH:35]1([C:40]2[N:44]([CH2:45][C:46](O)=[O:47])[N:43]=[C:42]([C:49]([F:52])([F:51])[F:50])[CH:41]=2)[CH2:39][CH2:38][CH2:37][CH2:36]1. (6) Given the product [ClH:3].[NH2:5][C:6]1([C:9]([O:11][CH2:20][CH3:21])=[O:10])[CH2:8][CH2:7]1, predict the reactants needed to synthesize it. The reactants are: S(Cl)([Cl:3])=O.[NH2:5][C:6]1([C:9]([OH:11])=[O:10])[CH2:8][CH2:7]1.CO.C(=O)([O-])[O-].[K+].[K+].[CH2:20](O)[CH3:21]. (7) Given the product [F:1][C:2]1[CH:3]=[C:4]([NH2:20])[C:5]([NH2:19])=[CH:6][C:7]=1[O:8][CH2:9][CH2:10][CH2:11][CH2:12][N:13]1[CH2:18][CH2:17][CH2:16][CH2:15][CH2:14]1, predict the reactants needed to synthesize it. The reactants are: [F:1][C:2]1[C:7]([O:8][CH2:9][CH2:10][CH2:11][CH2:12][N:13]2[CH2:18][CH2:17][CH2:16][CH2:15][CH2:14]2)=[CH:6][C:5]([NH2:19])=[C:4]([N+:20]([O-])=O)[CH:3]=1.[H][H].